Dataset: Peptide-MHC class I binding affinity with 185,985 pairs from IEDB/IMGT. Task: Regression. Given a peptide amino acid sequence and an MHC pseudo amino acid sequence, predict their binding affinity value. This is MHC class I binding data. (1) The peptide sequence is RRKAKIIKDY. The binding affinity (normalized) is 0.291. The MHC is Mamu-B08 with pseudo-sequence Mamu-B08. (2) The peptide sequence is VMDTLNGIM. The MHC is HLA-A68:02 with pseudo-sequence HLA-A68:02. The binding affinity (normalized) is 0. (3) The peptide sequence is LRQRLLRAR. The MHC is Mamu-B08 with pseudo-sequence Mamu-B08. The binding affinity (normalized) is 0.504. (4) The peptide sequence is ERAFQNWSV. The MHC is HLA-A30:02 with pseudo-sequence HLA-A30:02. The binding affinity (normalized) is 0.213. (5) The peptide sequence is TMNVTTHKY. The MHC is HLA-A02:06 with pseudo-sequence HLA-A02:06. The binding affinity (normalized) is 0.0628. (6) The peptide sequence is IMPKAGLLIIV. The MHC is HLA-A02:02 with pseudo-sequence HLA-A02:02. The binding affinity (normalized) is 0.499. (7) The MHC is HLA-A26:01 with pseudo-sequence HLA-A26:01. The binding affinity (normalized) is 0. The peptide sequence is QWLPTGTLL. (8) The MHC is HLA-B08:01 with pseudo-sequence HLA-B08:01. The binding affinity (normalized) is 0.286. The peptide sequence is LMLLALIAVL. (9) The peptide sequence is RRPGNKTVL. The MHC is Mamu-B03 with pseudo-sequence Mamu-B03. The binding affinity (normalized) is 0.732.